Dataset: Reaction yield outcomes from USPTO patents with 853,638 reactions. Task: Predict the reaction yield, written as a fraction of the theoretical maximum amount of product (1.0 means a 100% yield; for example, 0.34 means a 34% yield). (1) The reactants are [CH3:1][C:2]1[CH:26]=[CH:25][C:5]2[N:6]3[CH:24]=[CH:23][CH:22]=[C:7]3[C:8]3([CH2:14][CH2:13][N:12]([C:15]([O:17][C:18]([CH3:21])([CH3:20])[CH3:19])=[O:16])[CH2:11][CH2:10]3)[O:9][C:4]=2[CH:3]=1.Cl[S:28](N=C=O)(=[O:30])=[O:29].C[N:35]([CH:37]=[O:38])C.C1C[O:42][CH2:41]C1. No catalyst specified. The product is [CH3:41][O:42][S:28]([NH:35][C:37]([C:24]1[N:6]2[C:7]([C:8]3([CH2:14][CH2:13][N:12]([C:15]([O:17][C:18]([CH3:21])([CH3:19])[CH3:20])=[O:16])[CH2:11][CH2:10]3)[O:9][C:4]3[CH:3]=[C:2]([CH3:1])[CH:26]=[CH:25][C:5]=32)=[CH:22][CH:23]=1)=[O:38])(=[O:29])=[O:30]. The yield is 0.240. (2) The reactants are Cl.[Br:2][C:3]1[CH:10]=[CH:9][C:6]([CH2:7][NH2:8])=[CH:5][CH:4]=1.[OH-].[Na+].[CH3:13][C:14]([O:17][C:18](O[C:18]([O:17][C:14]([CH3:16])([CH3:15])[CH3:13])=[O:19])=[O:19])([CH3:16])[CH3:15]. The catalyst is O1CCOCC1. The yield is 0.960. The product is [C:14]([O:17][C:18](=[O:19])[NH:8][CH2:7][C:6]1[CH:9]=[CH:10][C:3]([Br:2])=[CH:4][CH:5]=1)([CH3:16])([CH3:15])[CH3:13]. (3) The reactants are [NH2:1][C:2]1[C:3]([N:15]([CH:20]2[CH2:25][CH2:24][CH2:23][CH2:22][CH2:21]2)[CH2:16][CH:17]([CH3:19])[CH3:18])=[CH:4][C:5]([F:14])=[C:6]([C@H:8]2[CH2:10][C@H:9]2[C:11]([OH:13])=[O:12])[CH:7]=1.[N:26]([C:29]1[CH:34]=[CH:33][C:32]([CH3:35])=[CH:31][CH:30]=1)=[C:27]=[O:28]. The catalyst is C1COCC1. The product is [CH:20]1([N:15]([CH2:16][CH:17]([CH3:19])[CH3:18])[C:3]2[C:2]([NH:1][C:27]([NH:26][C:29]3[CH:34]=[CH:33][C:32]([CH3:35])=[CH:31][CH:30]=3)=[O:28])=[CH:7][C:6]([C@H:8]3[CH2:10][C@H:9]3[C:11]([OH:13])=[O:12])=[C:5]([F:14])[CH:4]=2)[CH2:21][CH2:22][CH2:23][CH2:24][CH2:25]1. The yield is 0.590. (4) The reactants are COC1C=C(OC)C=CC=1C[N:6]([C:31]1[CH:36]=[CH:35][N:34]=[CH:33][N:32]=1)[S:7]([C:10]1[CH:15]=[C:14]([F:16])[C:13]([O:17][C@H:18]2[CH2:23][CH2:22][CH2:21][CH2:20][C@@H:19]2[C:24]2[N:28]([CH3:29])[N:27]=[CH:26][CH:25]=2)=[CH:12][C:11]=1[F:30])(=[O:9])=[O:8].C([SiH](CC)CC)C.FC(F)(F)C(O)=O. The catalyst is ClCCl. The product is [F:30][C:11]1[CH:12]=[C:13]([O:17][C@H:18]2[CH2:23][CH2:22][CH2:21][CH2:20][C@@H:19]2[C:24]2[N:28]([CH3:29])[N:27]=[CH:26][CH:25]=2)[C:14]([F:16])=[CH:15][C:10]=1[S:7]([NH:6][C:31]1[CH:36]=[CH:35][N:34]=[CH:33][N:32]=1)(=[O:8])=[O:9]. The yield is 0.650. (5) The product is [NH2:23][C:19]1[CH:18]=[C:17]([C:16]#[C:15][C:12]2[CH:13]=[N:14][C:9]([NH2:8])=[N:10][CH:11]=2)[CH:22]=[N:21][CH:20]=1. The catalyst is C(Cl)Cl.O. The reactants are C(O)(C(F)(F)F)=O.[NH2:8][C:9]1[N:14]=[CH:13][C:12]([C:15]#[C:16][C:17]2[CH:18]=[C:19]([NH:23]C(=O)OC(C)(C)C)[CH:20]=[N:21][CH:22]=2)=[CH:11][N:10]=1. The yield is 0.660. (6) The reactants are [C:1]([CH:5]1[CH2:10][C:9]([CH3:12])([CH3:11])[CH2:8][CH2:7][CH:6]1[O:13]C(C)OCC)([O:3]C)=O.[CH:19]([Mg]Br)=[CH2:20].[CH:23](Br)=[CH2:24].Cl. The catalyst is C1COCC1.C(Cl)Cl.CCOC(C)=O. The product is [OH:13][CH:6]1[CH2:7][CH2:8][C:9]([CH3:11])([CH3:12])[CH2:10][CH:5]1[C:1](=[O:3])[CH2:23][CH2:24][CH:19]=[CH2:20]. The yield is 0.600.